Dataset: Full USPTO retrosynthesis dataset with 1.9M reactions from patents (1976-2016). Task: Predict the reactants needed to synthesize the given product. (1) Given the product [CH3:28][N:27]([C@@H:29]([CH:55]([CH3:56])[CH3:57])[CH2:30][C@H:31]([C:33]1[S:34][CH:35]=[C:36]([C:38]([NH:40][C@@H:41]([CH2:48][C:49]2[CH:54]=[CH:53][CH:52]=[CH:51][CH:50]=2)[CH2:42][C@H:43]([CH3:47])[C:44]([OH:46])=[O:45])=[O:39])[N:37]=1)[OH:32])[C:25](=[O:26])[C@@H:24]([NH:23][C:8]([C@H:3]1[CH2:4][CH2:5][CH2:6][CH2:7][N:2]1[CH3:1])=[O:10])[C@@H:58]([CH3:61])[CH2:59][CH3:60], predict the reactants needed to synthesize it. The reactants are: [CH3:1][N:2]1[CH2:7][CH2:6][CH2:5][CH2:4][C@@H:3]1[C:8]([O:10]C1C(F)=C(F)C(F)=C(F)C=1F)=O.Cl.[NH2:23][C@@H:24]([C@@H:58]([CH3:61])[CH2:59][CH3:60])[C:25]([N:27]([C@@H:29]([CH:55]([CH3:57])[CH3:56])[CH2:30][C@H:31]([C:33]1[S:34][CH:35]=[C:36]([C:38]([NH:40][C@@H:41]([CH2:48][C:49]2[CH:54]=[CH:53][CH:52]=[CH:51][CH:50]=2)[CH2:42][C@H:43]([CH3:47])[C:44]([OH:46])=[O:45])=[O:39])[N:37]=1)[OH:32])[CH3:28])=[O:26].C(N(C(C)C)CC)(C)C.CO. (2) Given the product [Br:13][C:11]1[CH:12]=[C:7]([CH2:6][OH:5])[CH:8]=[N:9][CH:10]=1, predict the reactants needed to synthesize it. The reactants are: [BH4-].[Na+].C([O:5][C:6](=O)[C:7]1[CH:12]=[C:11]([Br:13])[CH:10]=[N:9][CH:8]=1)C. (3) Given the product [CH3:1][O:2][C:3]([C@@H:4]1[O:21][C:23](=[O:25])[N:6]([C:7]2[CH:8]=[C:9]3[C:13](=[CH:14][CH:15]=2)[N:12]([CH:16]2[CH2:17][CH2:18][CH2:19]2)[C:11](=[O:20])[CH2:10]3)[CH2:5]1)=[O:22], predict the reactants needed to synthesize it. The reactants are: [CH3:1][O:2][C:3](=[O:22])[C@H:4]([OH:21])[CH2:5][NH:6][C:7]1[CH:8]=[C:9]2[C:13](=[CH:14][CH:15]=1)[N:12]([CH:16]1[CH2:19][CH2:18][CH2:17]1)[C:11](=[O:20])[CH2:10]2.[C:23](OCC)(=[O:25])C. (4) Given the product [CH3:42][O:45][C:46]1[CH:47]=[CH:48][CH:27]=[CH:28][C:29]=1[CH2:30][CH2:31][NH:32][C:15](=[O:17])[CH2:14][N:10]1[C:11]2[C:12](=[O:13])[N:1]([CH3:2])[C:3](=[O:4])[N:5]([CH3:6])[C:7]=2[N:8]=[CH:9]1, predict the reactants needed to synthesize it. The reactants are: [N:1]1([C:12](=[O:13])[C:11]2[N:10]([CH2:14][C:15]([OH:17])=O)[CH:9]=[N:8][C:7]=2[N:5]([CH3:6])[C:3]1=[O:4])[CH3:2].CN(C(ON1N=N[C:28]2[CH:29]=[CH:30][CH:31]=[N:32][C:27]1=2)=[N+](C)C)C.F[P-](F)(F)(F)(F)F.[C:42]([O:45][CH2:46][CH3:47])(=O)C.[CH3:48]N(C=O)C. (5) Given the product [OH:51][NH:32][C:26]([C@H:25]1[CH2:19][CH2:18][CH2:17][CH2:16][N:15]1[S:12]([CH2:11][C:2]1[CH:3]=[CH:4][C:5]2[C:10](=[CH:9][CH:8]=[CH:7][CH:6]=2)[CH:1]=1)(=[O:14])=[O:13])=[O:27], predict the reactants needed to synthesize it. The reactants are: [CH:1]1[C:10]2[C:5](=[CH:6][CH:7]=[CH:8][CH:9]=2)[CH:4]=[CH:3][C:2]=1[CH2:11][S:12]([N:15]1C[CH2:19][CH2:18][CH2:17][C@@H:16]1C(O)=O)(=[O:14])=[O:13].F[C:25](F)(F)[C:26](=[N:32][Si](C)(C)C)[O:27][Si](C)(C)C.C1C2C(=CC=CC=2)C=CC=1CS(Cl)(=O)=[O:51].S([O-])(O)(=O)=O.[K+]. (6) Given the product [CH3:1][C:2]1[CH:7]=[C:6]([N:8]2[CH2:12][CH2:11][CH:10]([N:13]3[CH2:17][CH2:16][CH2:15][CH:14]3[CH3:18])[CH2:9]2)[CH:5]=[CH:4][C:3]=1[NH:19][C:32]([C:30]1[CH:29]=[CH:28][C:27]2[N:23]([CH:20]([CH3:21])[CH3:22])[N:24]=[N:25][C:26]=2[CH:31]=1)=[O:33], predict the reactants needed to synthesize it. The reactants are: [CH3:1][C:2]1[CH:7]=[C:6]([N:8]2[CH2:12][CH2:11][CH:10]([N:13]3[CH2:17][CH2:16][CH2:15][CH:14]3[CH3:18])[CH2:9]2)[CH:5]=[CH:4][C:3]=1[NH2:19].[CH:20]([N:23]1[C:27]2[CH:28]=[CH:29][C:30]([C:32](O)=[O:33])=[CH:31][C:26]=2[N:25]=[N:24]1)([CH3:22])[CH3:21]. (7) Given the product [OH:11][C@:10]1([C:41]2[CH:46]=[CH:45][C:44]([CH3:47])=[C:43]([CH2:48][C:49]3[CH:50]=[CH:51][C:52]([CH2:55][CH2:56][Si:57]([CH3:60])([CH3:58])[CH3:59])=[CH:53][CH:54]=3)[CH:42]=2)[O:12][C@H:13]([CH2:32][OH:33])[C@@H:14]([OH:24])[C@H:15]([OH:16])[C@H:9]1[OH:8], predict the reactants needed to synthesize it. The reactants are: C([O:8][C@@H:9]1[C@@H:15]([O:16]CC2C=CC=CC=2)[C@H:14]([O:24]CC2C=CC=CC=2)[C@@H:13]([CH2:32][O:33]CC2C=CC=CC=2)[O:12][C@@:10]1([C:41]1[CH:46]=[CH:45][C:44]([CH3:47])=[C:43]([CH2:48][C:49]2[CH:54]=[CH:53][C:52]([C:55]#[C:56][Si:57]([CH3:60])([CH3:59])[CH3:58])=[CH:51][CH:50]=2)[CH:42]=1)[OH:11])C1C=CC=CC=1.